From a dataset of Reaction yield outcomes from USPTO patents with 853,638 reactions. Predict the reaction yield, written as a fraction of the theoretical maximum amount of product (1.0 means a 100% yield; for example, 0.34 means a 34% yield). (1) The reactants are [F-].C([N+](CCCC)(CCCC)CCCC)CCC.[O:19]1[CH2:24][CH2:23][CH2:22][CH2:21][CH:20]1[O:25][CH:26]([C:35]1[CH:40]=[CH:39][C:38]([CH2:41][O:42][Si](C(C)C)(C(C)C)C(C)C)=[CH:37][CH:36]=1)[C:27]1[CH:28]=[C:29]([CH:32]=[CH:33][CH:34]=1)[C:30]#[N:31]. The catalyst is O1CCCC1.O. The product is [OH:42][CH2:41][C:38]1[CH:39]=[CH:40][C:35]([CH:26]([O:25][CH:20]2[CH2:21][CH2:22][CH2:23][CH2:24][O:19]2)[C:27]2[CH:28]=[C:29]([CH:32]=[CH:33][CH:34]=2)[C:30]#[N:31])=[CH:36][CH:37]=1. The yield is 0.820. (2) The reactants are Cl.[NH2:2][CH:3]([C:9](=[O:15])[C:10]1[S:11][CH:12]=[CH:13][CH:14]=1)[C:4]([O:6][CH2:7][CH3:8])=[O:5].O.OC1C2N=NNC=2C=CC=1.[F:27][C:28]1[CH:36]=[CH:35][CH:34]=[C:33]([F:37])[C:29]=1[C:30](O)=[O:31].C(N(CC)CC)C.Cl.CN(C)CCCN=C=NCC. The catalyst is CN(C=O)C. The product is [F:27][C:28]1[CH:36]=[CH:35][CH:34]=[C:33]([F:37])[C:29]=1[C:30]([NH:2][CH:3]([C:9](=[O:15])[C:10]1[S:11][CH:12]=[CH:13][CH:14]=1)[C:4]([O:6][CH2:7][CH3:8])=[O:5])=[O:31]. The yield is 0.200. (3) The reactants are C(OC(=O)[NH:7][CH2:8][CH2:9][C:10]1[CH:15]=[CH:14][C:13]([O:16][C:17]2[CH:22]=[CH:21][C:20]([C:23]([F:26])([F:25])[F:24])=[CH:19][N:18]=2)=[C:12]([C:27]#[N:28])[CH:11]=1)(C)(C)C.C(O)(C(F)(F)F)=O. The catalyst is ClCCl.C([O-])(O)=O.[Na+]. The product is [NH2:7][CH2:8][CH2:9][C:10]1[CH:15]=[CH:14][C:13]([O:16][C:17]2[CH:22]=[CH:21][C:20]([C:23]([F:26])([F:24])[F:25])=[CH:19][N:18]=2)=[C:12]([CH:11]=1)[C:27]#[N:28]. The yield is 0.920. (4) The product is [C:1]([O:5][C:6]([NH:7][C@@H:8]([CH2:11][CH:12]1[CH2:17][CH2:16][CH2:15][CH2:14][O:13]1)[C:9]([OH:20])=[O:10])=[O:18])([CH3:4])([CH3:2])[CH3:3]. The yield is 0.710. The reactants are [C:1]([O:5][C:6](=[O:18])[NH:7][C@@H:8]([CH2:11][CH:12]1[CH2:17][CH2:16][CH2:15][CH2:14][O:13]1)[CH2:9][OH:10])([CH3:4])([CH3:3])[CH3:2].Cl([O-])=[O:20].[Na+].Cl[O-].[Na+].S([O-])([O-])=O.[Na+].[Na+]. The catalyst is C(#N)C.P([O-])([O-])([O-])=O.O.ON1C(C)(C)CCCC1(C)C. (5) The product is [Br:37][C:8]1[CH:7]=[CH:6][C:5]2[NH:4][C:3](=[O:29])[C@H:2]([CH3:1])[CH2:19][CH2:18][CH2:17][C@H:16]([NH:20][C:21](=[O:27])[O:22][C:23]([CH3:25])([CH3:24])[CH3:26])[C:15]3[CH:28]=[C:11]([CH:12]=[CH:13][N:14]=3)[C:10]=2[CH:9]=1. The yield is 0.900. The catalyst is C(#N)C. The reactants are [CH3:1][C@@H:2]1[CH2:19][CH2:18][CH2:17][C@H:16]([NH:20][C:21](=[O:27])[O:22][C:23]([CH3:26])([CH3:25])[CH3:24])[C:15]2[CH:28]=[C:11]([CH:12]=[CH:13][N:14]=2)[C:10]2[CH:9]=[CH:8][CH:7]=[CH:6][C:5]=2[NH:4][C:3]1=[O:29].C1C(=O)N([Br:37])C(=O)C1. (6) The reactants are [F:1][C:2]([F:13])([F:12])[C:3]1[CH:4]=[C:5]([N:9]=[C:10]=[S:11])[CH:6]=[CH:7][CH:8]=1.[NH2:14][CH2:15][C:16]1[C:21]([CH3:22])=[CH:20][CH:19]=[CH:18][C:17]=1[NH2:23]. The catalyst is C(OCC)(=O)C. The product is [NH2:23][C:17]1[CH:18]=[CH:19][CH:20]=[C:21]([CH3:22])[C:16]=1[CH2:15][NH:14][C:10]([NH:9][C:5]1[CH:6]=[CH:7][CH:8]=[C:3]([C:2]([F:12])([F:1])[F:13])[CH:4]=1)=[S:11]. The yield is 0.130. (7) The reactants are [N-:1]=[N+:2]=[N-:3].[Na+].I[CH2:6][CH2:7][O:8][C:9]([C@:11]1([F:31])[C@@H:16]2[C@H:12]1[CH2:13][C@@H:14]([O:21][CH2:22][C:23]1[CH:28]=[CH:27][C:26]([Cl:29])=[C:25]([Cl:30])[CH:24]=1)[C@@:15]2([NH2:20])[C:17]([OH:19])=[O:18])=[O:10]. The catalyst is CN(C)C=O.O. The product is [N:1]([CH2:6][CH2:7][O:8][C:9]([C@:11]1([F:31])[C@@H:16]2[C@H:12]1[CH2:13][C@@H:14]([O:21][CH2:22][C:23]1[CH:28]=[CH:27][C:26]([Cl:29])=[C:25]([Cl:30])[CH:24]=1)[C@@:15]2([NH2:20])[C:17]([OH:19])=[O:18])=[O:10])=[N+:2]=[N-:3]. The yield is 0.700. (8) The reactants are [N+:1]([C:4]1[CH:12]=[CH:11][C:7]([C:8](Cl)=[O:9])=[CH:6][CH:5]=1)([O-:3])=[O:2].[OH:13][C@H:14]1[C:18]2[N:19]=[CH:20][N:21]=[C:22]([N:23]3[CH2:28][CH2:27][N:26]([C:29]([O:31][C:32]([CH3:35])([CH3:34])[CH3:33])=[O:30])[CH2:25][CH2:24]3)[C:17]=2[C@H:16]([CH3:36])[CH2:15]1.C(N(CC)CC)C.C([O-])(O)=O.[Na+]. The catalyst is C(Cl)Cl. The product is [CH3:36][C@H:16]1[C:17]2[C:22]([N:23]3[CH2:28][CH2:27][N:26]([C:29]([O:31][C:32]([CH3:35])([CH3:34])[CH3:33])=[O:30])[CH2:25][CH2:24]3)=[N:21][CH:20]=[N:19][C:18]=2[C@H:14]([O:13][C:8](=[O:9])[C:7]2[CH:6]=[CH:5][C:4]([N+:1]([O-:3])=[O:2])=[CH:12][CH:11]=2)[CH2:15]1. The yield is 0.845. (9) The reactants are [CH3:1][C:2]1[N:6]([C:7]2[CH:12]=[CH:11][CH:10]=[C:9]([C:13]([F:16])([F:15])[F:14])[CH:8]=2)[N:5]=[C:4]([C:17]([F:20])([F:19])[F:18])[C:3]=1[C:21](O)=[O:22].[N:24]1([CH:29]2[CH2:34][CH2:33][NH:32][CH2:31][CH2:30]2)[CH2:28][CH2:27][CH2:26][CH2:25]1. No catalyst specified. The product is [CH3:1][C:2]1[N:6]([C:7]2[CH:12]=[CH:11][CH:10]=[C:9]([C:13]([F:16])([F:14])[F:15])[CH:8]=2)[N:5]=[C:4]([C:17]([F:20])([F:19])[F:18])[C:3]=1[C:21]([N:32]1[CH2:33][CH2:34][CH:29]([N:24]2[CH2:28][CH2:27][CH2:26][CH2:25]2)[CH2:30][CH2:31]1)=[O:22]. The yield is 0.880. (10) The reactants are [C:1]([C:4]1[C:5](=[O:22])[N:6]([CH2:18][CH:19]([CH3:21])[CH3:20])[N:7]=[C:8]([C:10]2[CH:15]=[CH:14][C:13](C)=[C:12]([F:17])[CH:11]=2)[CH:9]=1)([OH:3])=[O:2].C1(CN2[C:32](=[O:33])C(OC)C(=C=O)C(C3C=CC(OC)=C(F)C=3)=N2)CC1. The yield is 0.989. No catalyst specified. The product is [C:1]([C:4]1[C:5](=[O:22])[N:6]([CH2:18][CH:19]2[CH2:20][CH2:21]2)[N:7]=[C:8]([C:10]2[CH:15]=[CH:14][C:13]([O:33][CH3:32])=[C:12]([F:17])[CH:11]=2)[CH:9]=1)([OH:3])=[O:2].